This data is from Full USPTO retrosynthesis dataset with 1.9M reactions from patents (1976-2016). The task is: Predict the reactants needed to synthesize the given product. (1) The reactants are: [Cl:1][C:2]1[CH:3]=[CH:4][CH:5]=[C:6]2[C:10]=1[N:9]([CH2:11][CH2:12][CH3:13])[N:8]=[C:7]2[C:14]1[CH:19]=[CH:18][C:17]([O:20]C)=[C:16]([Cl:22])[CH:15]=1.B(Br)(Br)Br. Given the product [Cl:22][C:16]1[CH:15]=[C:14]([C:7]2[C:6]3[C:10](=[C:2]([Cl:1])[CH:3]=[CH:4][CH:5]=3)[N:9]([CH2:11][CH2:12][CH3:13])[N:8]=2)[CH:19]=[CH:18][C:17]=1[OH:20], predict the reactants needed to synthesize it. (2) Given the product [N:37]([CH2:2][C@@H:3]1[CH2:12][C:11]2[C:6](=[CH:7][CH:8]=[CH:9][CH:10]=2)[CH2:5][N:4]1[C:13]([O:15][CH2:16][C:17]1[CH:22]=[CH:21][CH:20]=[CH:19][CH:18]=1)=[O:14])=[N+:38]=[N-:39], predict the reactants needed to synthesize it. The reactants are: O[CH2:2][C@@H:3]1[CH2:12][C:11]2[C:6](=[CH:7][CH:8]=[CH:9][CH:10]=2)[CH2:5][N:4]1[C:13]([O:15][CH2:16][C:17]1[CH:22]=[CH:21][CH:20]=[CH:19][CH:18]=1)=[O:14].C1(P([N:37]=[N+:38]=[N-:39])(C2C=CC=CC=2)=O)C=CC=CC=1.C1(P(C2C=CC=CC=2)C2C=CC=CC=2)C=CC=CC=1. (3) Given the product [Br:8][C:5]1[CH:6]=[CH:7][C:2]([NH:1][C:23](=[O:24])[CH2:22][Cl:21])=[C:3]([C:9]([C:11]2[CH:15]=[CH:14][O:13][CH:12]=2)([C:16]2[CH:20]=[CH:19][O:18][CH:17]=2)[OH:10])[CH:4]=1, predict the reactants needed to synthesize it. The reactants are: [NH2:1][C:2]1[CH:7]=[CH:6][C:5]([Br:8])=[CH:4][C:3]=1[C:9]([C:16]1[CH:20]=[CH:19][O:18][CH:17]=1)([C:11]1[CH:15]=[CH:14][O:13][CH:12]=1)[OH:10].[Cl:21][CH2:22][C:23](Cl)=[O:24].